From a dataset of Full USPTO retrosynthesis dataset with 1.9M reactions from patents (1976-2016). Predict the reactants needed to synthesize the given product. (1) Given the product [CH3:12][C:4]1[C:5]2[C:6](=[N:7][O:8][N:9]=2)[CH:10]=[CH:11][C:3]=1[CH:1]1[CH2:2][O:21]1, predict the reactants needed to synthesize it. The reactants are: [CH:1]([C:3]1[CH:11]=[CH:10][C:6]2=[N:7][O:8][N:9]=[C:5]2[C:4]=1[CH3:12])=[CH2:2].C1C=C(Cl)C=C(C(OO)=[O:21])C=1. (2) Given the product [CH2:20]([O:19][C:17](=[O:18])[CH:16]([O:8][C:4]1[CH:5]=[CH:6][CH:7]=[C:2]([F:1])[CH:3]=1)[CH3:22])[CH3:21], predict the reactants needed to synthesize it. The reactants are: [F:1][C:2]1[CH:3]=[C:4]([OH:8])[CH:5]=[CH:6][CH:7]=1.C([O-])([O-])=O.[Cs+].[Cs+].Br[CH:16]([CH3:22])[C:17]([O:19][CH2:20][CH3:21])=[O:18]. (3) Given the product [C:1]([N:4]1[C@@H:10]([CH3:11])[C@H:9]([NH:12][C:13](=[O:25])[C@@H:14]([NH:16][CH3:17])[CH3:15])[C:8](=[O:26])[N:7]([CH2:27][C:28]2[C:37]3[C:32](=[CH:33][CH:34]=[CH:35][CH:36]=3)[N:31]=[CH:30][C:29]=2[CH:38]2[CH2:39][CH2:40]2)[C:6]2[CH:41]=[CH:42][CH:43]=[CH:44][C:5]1=2)(=[O:3])[CH3:2], predict the reactants needed to synthesize it. The reactants are: [C:1]([N:4]1[C@@H:10]([CH3:11])[C@H:9]([NH:12][C:13](=[O:25])[C@@H:14]([N:16](C)[C:17](=O)OC(C)(C)C)[CH3:15])[C:8](=[O:26])[N:7]([CH2:27][C:28]2[C:37]3[C:32](=[CH:33][CH:34]=[CH:35][CH:36]=3)[N:31]=[CH:30][C:29]=2[CH:38]2[CH2:40][CH2:39]2)[C:6]2[CH:41]=[CH:42][CH:43]=[CH:44][C:5]1=2)(=[O:3])[CH3:2].C(O)(C(F)(F)F)=O. (4) Given the product [C:24]([O:23][C:21]([N:11]1[CH2:10][CH2:9][C:8]2[C:13](=[CH:14][CH:15]=[C:6]([O:5][CH2:3][CH3:4])[CH:7]=2)[CH:12]1[C:16]([OH:18])=[O:17])=[O:22])([CH3:25])([CH3:26])[CH3:27], predict the reactants needed to synthesize it. The reactants are: [OH-].[Na+].[CH2:3]([O:5][C:6]1[CH:7]=[C:8]2[C:13](=[CH:14][CH:15]=1)[CH:12]([C:16]([O:18]CC)=[O:17])[N:11]([C:21]([O:23][C:24]([CH3:27])([CH3:26])[CH3:25])=[O:22])[CH2:10][CH2:9]2)[CH3:4].CCO.